This data is from Catalyst prediction with 721,799 reactions and 888 catalyst types from USPTO. The task is: Predict which catalyst facilitates the given reaction. Reactant: [Br:1][CH2:2][C:3]1[CH:8]=[CH:7][C:6]([S:9]([NH:12][CH2:13][CH:14]([CH3:16])[CH3:15])(=[O:11])=[O:10])=[CH:5][CH:4]=1.C1([P:23](C2C=CC=CC=2)C2C=CC=CC=2)C=CC=CC=1. Product: [Br-:1].[CH2:13]([NH:12][S:9]([C:6]1[CH:7]=[CH:8][C:3]([CH2:2][PH3+:23])=[CH:4][CH:5]=1)(=[O:11])=[O:10])[CH:14]([CH3:16])[CH3:15]. The catalyst class is: 11.